From a dataset of Forward reaction prediction with 1.9M reactions from USPTO patents (1976-2016). Predict the product of the given reaction. Given the reactants [CH3:1][O:2][C:3]1[CH:4]=[CH:5][CH:6]=[C:7]2[C:11]=1[CH:10]([NH:12][C:13]1[O:14][CH2:15][C:16]3[CH:22]=[C:21]([NH2:23])[CH:20]=[CH:19][C:17]=3[N:18]=1)[CH2:9][CH2:8]2.[C:24](OC(=O)C)(=[O:26])[CH3:25], predict the reaction product. The product is: [CH3:1][O:2][C:3]1[CH:4]=[CH:5][CH:6]=[C:7]2[C:11]=1[CH:10]([NH:12][C:13]1[O:14][CH2:15][C:16]3[CH:22]=[C:21]([NH:23][C:24](=[O:26])[CH3:25])[CH:20]=[CH:19][C:17]=3[N:18]=1)[CH2:9][CH2:8]2.